From a dataset of Catalyst prediction with 721,799 reactions and 888 catalyst types from USPTO. Predict which catalyst facilitates the given reaction. (1) Reactant: C1([C:6]2[C:14]3[C:9](=[CH:10][C:11](C(NC4(C(NC5C=CC(/C=C/C(O)=O)=C(OCC)C=5)=O)CCC4)=O)=[CH:12][CH:13]=3)[N:8](C)[C:7]=2[C:40]2C=CC=CN=2)CCCC1.[Li]CCCC.CI. Product: [CH3:40][C:7]1[NH:8][C:9]2[C:14]([CH:6]=1)=[CH:13][CH:12]=[CH:11][CH:10]=2. The catalyst class is: 1. (2) Reactant: [NH:1]1[CH:5]=[CH:4][CH:3]=[N:2]1.[N+]([N:9]1[CH:13]=[C:12]([N+:14]([O-:16])=[O:15])[CH:11]=[N:10]1)([O-])=O.S(=O)(=O)(O)N. Product: [N+:14]([C:12]1[C:11]([N:1]2[CH:5]=[CH:4][CH:3]=[N:2]2)=[N:10][NH:9][CH:13]=1)([O-:16])=[O:15]. The catalyst class is: 40. (3) Reactant: [CH3:1][C:2]1(C)OC(=O)[CH:5]([C:9](=[O:22])[CH2:10][CH2:11][C:12]2[CH:17]=[CH:16][C:15]([C:18]([F:21])([F:20])[F:19])=[CH:14][CH:13]=2)[C:4](=[O:23])[O:3]1. Product: [O:22]=[C:9]([CH2:10][CH2:11][C:12]1[CH:13]=[CH:14][C:15]([C:18]([F:19])([F:20])[F:21])=[CH:16][CH:17]=1)[CH2:5][C:4]([O:3][CH2:2][CH3:1])=[O:23]. The catalyst class is: 14. (4) Reactant: Cl.[CH:2]1([C:5]2[N:6]=[CH:7][C:8]([O:11][C@@H:12]3[CH2:22][N:15]4[C:16](=[O:21])[CH2:17][CH2:18][NH:19][CH2:20][C@H:14]4[CH2:13]3)=[N:9][CH:10]=2)[CH2:4][CH2:3]1.C(N(CC)CC)C.[F:30][C:31]([F:42])([F:41])[O:32][C:33]1[CH:40]=[CH:39][C:36]([CH:37]=O)=[CH:35][CH:34]=1.C(O[BH-](OC(=O)C)OC(=O)C)(=O)C.[Na+]. Product: [CH:2]1([C:5]2[N:6]=[CH:7][C:8]([O:11][C@@H:12]3[CH2:22][N:15]4[C:16](=[O:21])[CH2:17][CH2:18][N:19]([CH2:37][C:36]5[CH:39]=[CH:40][C:33]([O:32][C:31]([F:30])([F:41])[F:42])=[CH:34][CH:35]=5)[CH2:20][C@H:14]4[CH2:13]3)=[N:9][CH:10]=2)[CH2:4][CH2:3]1. The catalyst class is: 4. (5) Reactant: C(O[CH:4](OCC)[CH2:5][S:6][C:7]1[CH:12]=[CH:11][CH:10]=[C:9]([O:13][CH3:14])[CH:8]=1)C.C(=O)([O-])[O-].[Na+].[Na+]. Product: [CH3:14][O:13][C:9]1[CH:10]=[CH:11][C:12]2[CH:4]=[CH:5][S:6][C:7]=2[CH:8]=1. The catalyst class is: 4. (6) Reactant: [CH2:1]([O:8][NH:9][C:10]([C:12]1[C:13](Cl)=[N:14][C:15]([Cl:19])=[C:16]([F:18])[CH:17]=1)=[O:11])[C:2]1[CH:7]=[CH:6][CH:5]=[CH:4][CH:3]=1.[H-].[Na+].[F:23][C:24]1[CH:29]=[C:28]([F:30])[CH:27]=[CH:26][C:25]=1[N:31]=[C:32]=[O:33]. Product: [CH2:1]([O:8][N:9]1[C:10](=[O:11])[C:12]2[CH:17]=[C:16]([F:18])[C:15]([Cl:19])=[N:14][C:13]=2[N:31]([C:25]2[CH:26]=[CH:27][C:28]([F:30])=[CH:29][C:24]=2[F:23])[C:32]1=[O:33])[C:2]1[CH:7]=[CH:6][CH:5]=[CH:4][CH:3]=1. The catalyst class is: 44.